From a dataset of Reaction yield outcomes from USPTO patents with 853,638 reactions. Predict the reaction yield, written as a fraction of the theoretical maximum amount of product (1.0 means a 100% yield; for example, 0.34 means a 34% yield). (1) The reactants are [N:1]1[CH:6]=[CH:5][CH:4]=[CH:3][C:2]=1[CH2:7][NH:8][C:9]([C:11]1[C:12]2[CH:13]=[CH:14][CH:15]=[N:16][C:17]=2[C:18]([O:33]C(C2C=CC=CC=2)C2C=CC=CC=2)=[C:19]2[C:23](=[O:24])[N:22]([CH2:25][C:26]3[CH:31]=[CH:30][C:29]([F:32])=[CH:28][CH:27]=3)[CH2:21][C:20]=12)=[O:10].C([SiH](CC)CC)C.FC(F)(F)C(O)=O. The catalyst is ClCCl. The product is [N:1]1[CH:6]=[CH:5][CH:4]=[CH:3][C:2]=1[CH2:7][NH:8][C:9]([C:11]1[C:12]2[CH:13]=[CH:14][CH:15]=[N:16][C:17]=2[C:18]([OH:33])=[C:19]2[C:23](=[O:24])[N:22]([CH2:25][C:26]3[CH:27]=[CH:28][C:29]([F:32])=[CH:30][CH:31]=3)[CH2:21][C:20]=12)=[O:10]. The yield is 0.560. (2) The yield is 0.710. The catalyst is C(Cl)(Cl)Cl. The product is [CH2:1]1[O:13][C:12]2[CH:11]=[C:10]3[C:5]([C:6]([N:14]([CH2:15][CH2:16][N:17]([CH3:19])[CH3:18])[C:21](=[O:22])[C:35]4[CH:34]=[C:33]([O:36][CH3:37])[C:32]([O:38][CH3:39])=[CH:28][C:27]=4[I:26])=[CH:7][CH:8]=[N:9]3)=[CH:4][C:3]=2[O:2]1. The reactants are [CH2:1]1[O:13][C:12]2[CH:11]=[C:10]3[C:5]([C:6]([NH:14][CH2:15][CH2:16][N:17]([CH3:19])[CH3:18])=[CH:7][CH:8]=[N:9]3)=[CH:4][C:3]=2[O:2]1.C(Cl)(=O)[C:21](Cl)=[O:22].[I:26][C:27]1[CH:35]=[CH:34][C:33]([O:36][CH3:37])=[C:32]([O:38][CH3:39])[C:28]=1C(O)=O. (3) The yield is 0.910. The reactants are [CH2:1]([O:3][C:4]1[CH:5]=[C:6]([C:10]2[CH:15]=[CH:14][C:13]([CH2:16][C:17](O)=[O:18])=[C:12]([N+:20]([O-])=O)[CH:11]=2)[CH:7]=[CH:8][CH:9]=1)[CH3:2]. The catalyst is C(O)(=O)C.[Fe]. The product is [CH2:1]([O:3][C:4]1[CH:5]=[C:6]([C:10]2[CH:11]=[C:12]3[C:13]([CH2:16][C:17](=[O:18])[NH:20]3)=[CH:14][CH:15]=2)[CH:7]=[CH:8][CH:9]=1)[CH3:2]. (4) The reactants are Cl.Cl.[N:3]12[CH2:10][CH2:9][CH:6]([CH2:7][CH2:8]1)[C@H:5]([NH2:11])[CH2:4]2.C[O-].[Na+].C(O)(=O)C.C([BH3-])#N.[Na+].[Cl:23][C:24]1[CH:25]=[C:26]2[C:30](=[C:31]([C:33]([O:35][CH3:36])=[O:34])[CH:32]=1)[N:29]([CH2:37][CH:38]=O)[N:28]=[CH:27]2. The catalyst is CO. The product is [Cl:23][C:24]1[CH:25]=[C:26]2[C:30](=[C:31]([C:33]([O:35][CH3:36])=[O:34])[CH:32]=1)[N:29]([CH2:37][CH2:38][NH:11][C@H:5]1[CH:6]3[CH2:9][CH2:10][N:3]([CH2:8][CH2:7]3)[CH2:4]1)[N:28]=[CH:27]2. The yield is 0.770. (5) The reactants are C(OC([N:8]1[CH2:13][CH2:12][CH2:11][CH2:10][C@:9]1([CH3:29])[C:14]([NH:16][C@H:17]([C:19]1[CH:28]=[CH:27][C:22]([C:23]([O:25][CH3:26])=[O:24])=[CH:21][CH:20]=1)[CH3:18])=[O:15])=O)(C)(C)C.[ClH:30].O1CCOCC1. No catalyst specified. The product is [ClH:30].[CH3:29][C@:9]1([C:14]([NH:16][C@H:17]([C:19]2[CH:20]=[CH:21][C:22]([C:23]([O:25][CH3:26])=[O:24])=[CH:27][CH:28]=2)[CH3:18])=[O:15])[CH2:10][CH2:11][CH2:12][CH2:13][NH:8]1. The yield is 1.00. (6) The reactants are N(OC(C)(C)C)=O.N[C:9]1[S:10][C:11]2[CH:17]=[C:16]([C:18]([OH:23])([CH2:21][CH3:22])[CH2:19][CH3:20])[CH:15]=[CH:14][C:12]=2[N:13]=1.[ClH:24]. The catalyst is CC#N.CCOCC.[Cu](Cl)Cl. The product is [Cl:24][C:9]1[S:10][C:11]2[CH:17]=[C:16]([C:18]([OH:23])([CH2:21][CH3:22])[CH2:19][CH3:20])[CH:15]=[CH:14][C:12]=2[N:13]=1. The yield is 0.650. (7) The reactants are [CH:1]12[CH2:7][CH:4]([CH:5]=[CH:6]1)[CH2:3][CH:2]2[NH:8][C:9]([NH:11][NH2:12])=[S:10].[CH:13](=O)[C:14]1[CH:19]=[CH:18][C:17]([O:20][CH3:21])=[CH:16][CH:15]=1.C(O)(=O)C. The catalyst is C(O)C. The product is [CH:1]12[CH2:7][CH:4]([CH:5]=[CH:6]1)[CH2:3][CH:2]2[NH:8][C:9](=[S:10])[NH:11][N:12]=[CH:13][C:14]1[CH:19]=[CH:18][C:17]([O:20][CH3:21])=[CH:16][CH:15]=1. The yield is 0.590. (8) The reactants are [CH3:1][O:2][C:3]([C:5]1[C:6]2[N:14]([S:15]([C:18]3[CH:24]=[CH:23][C:21]([CH3:22])=[CH:20][CH:19]=3)(=[O:17])=[O:16])[CH:13]=[CH:12][C:7]=2[CH:8]=[N+:9]([O-])[CH:10]=1)=[O:4].P(Cl)(Cl)[Cl:26].C([O-])([O-])=O.[Na+].[Na+]. No catalyst specified. The product is [Cl:26][C:8]1[C:7]2[CH:12]=[CH:13][N:14]([S:15]([C:18]3[CH:24]=[CH:23][C:21]([CH3:22])=[CH:20][CH:19]=3)(=[O:17])=[O:16])[C:6]=2[C:5]([C:3]([O:2][CH3:1])=[O:4])=[CH:10][N:9]=1. The yield is 0.690. (9) The reactants are [NH2:1][C:2]1[N:3]([CH3:22])[C:4](=[O:21])[C@:5]2([N:20]=1)[C:14]1[CH:13]=[C:12](Br)[CH:11]=[CH:10][C:9]=1[O:8][C@H:7]1[CH2:16][CH2:17][CH2:18][O:19][C@H:6]21.[Cl:23][C:24]1[CH:25]=[C:26](B(O)O)[CH:27]=[C:28]([F:30])[CH:29]=1.C(=O)([O-])[O-].[K+].[K+]. The catalyst is O1CCOCC1.C1C=CC([P]([Pd]([P](C2C=CC=CC=2)(C2C=CC=CC=2)C2C=CC=CC=2)([P](C2C=CC=CC=2)(C2C=CC=CC=2)C2C=CC=CC=2)[P](C2C=CC=CC=2)(C2C=CC=CC=2)C2C=CC=CC=2)(C2C=CC=CC=2)C2C=CC=CC=2)=CC=1. The product is [NH2:1][C:2]1[N:3]([CH3:22])[C:4](=[O:21])[C@:5]2([N:20]=1)[C:14]1[CH:13]=[C:12]([C:26]3[CH:27]=[C:28]([F:30])[CH:29]=[C:24]([Cl:23])[CH:25]=3)[CH:11]=[CH:10][C:9]=1[O:8][C@H:7]1[CH2:16][CH2:17][CH2:18][O:19][C@H:6]21. The yield is 0.290.